From a dataset of Merck oncology drug combination screen with 23,052 pairs across 39 cell lines. Regression. Given two drug SMILES strings and cell line genomic features, predict the synergy score measuring deviation from expected non-interaction effect. (1) Drug 1: NC1(c2ccc(-c3nc4ccn5c(=O)[nH]nc5c4cc3-c3ccccc3)cc2)CCC1. Drug 2: O=C(NOCC(O)CO)c1ccc(F)c(F)c1Nc1ccc(I)cc1F. Cell line: SKMEL30. Synergy scores: synergy=25.2. (2) Drug 1: O=S1(=O)NC2(CN1CC(F)(F)F)C1CCC2Cc2cc(C=CCN3CCC(C(F)(F)F)CC3)ccc2C1. Drug 2: COC1CC2CCC(C)C(O)(O2)C(=O)C(=O)N2CCCCC2C(=O)OC(C(C)CC2CCC(OP(C)(C)=O)C(OC)C2)CC(=O)C(C)C=C(C)C(O)C(OC)C(=O)C(C)CC(C)C=CC=CC=C1C. Cell line: SW837. Synergy scores: synergy=7.13. (3) Drug 1: O=S1(=O)NC2(CN1CC(F)(F)F)C1CCC2Cc2cc(C=CCN3CCC(C(F)(F)F)CC3)ccc2C1. Drug 2: NC(=O)c1cccc2cn(-c3ccc(C4CCCNC4)cc3)nc12. Cell line: A427. Synergy scores: synergy=23.2. (4) Drug 1: Cn1nnc2c(C(N)=O)ncn2c1=O. Drug 2: CS(=O)(=O)CCNCc1ccc(-c2ccc3ncnc(Nc4ccc(OCc5cccc(F)c5)c(Cl)c4)c3c2)o1. Cell line: A427. Synergy scores: synergy=-4.01. (5) Drug 1: CN(C)C(=N)N=C(N)N. Drug 2: N#Cc1ccc(Cn2cncc2CN2CCN(c3cccc(Cl)c3)C(=O)C2)cc1. Cell line: SKMEL30. Synergy scores: synergy=10.5.